Dataset: Forward reaction prediction with 1.9M reactions from USPTO patents (1976-2016). Task: Predict the product of the given reaction. Given the reactants Br[C:2]1[CH:3]=[CH:4][C:5]([F:15])=[C:6]([CH:14]=1)[C:7]([O:9][C:10]([CH3:13])([CH3:12])[CH3:11])=[O:8].C(P(C(C)(C)C)C1C=CC=CC=1C1C=CC=CC=1C)(C)(C)C.P([O-])([O-])([O-])=O.[K+].[K+].[K+].[N+:46]([CH2:49][CH2:50][CH3:51])([O-:48])=[O:47], predict the reaction product. The product is: [F:15][C:5]1[CH:4]=[CH:3][C:2]([CH:49]([N+:46]([O-:48])=[O:47])[CH2:50][CH3:51])=[CH:14][C:6]=1[C:7]([O:9][C:10]([CH3:13])([CH3:12])[CH3:11])=[O:8].